The task is: Predict the reactants needed to synthesize the given product.. This data is from Full USPTO retrosynthesis dataset with 1.9M reactions from patents (1976-2016). (1) Given the product [Br:1][C:2]1[CH:11]=[C:6]2[C:5]([CH2:12][N:14]([CH3:15])[C:7]2=[O:8])=[CH:4][CH:3]=1, predict the reactants needed to synthesize it. The reactants are: [Br:1][C:2]1[CH:3]=[CH:4][C:5]([CH3:12])=[C:6]([CH:11]=1)[C:7](OC)=[O:8].Cl[N:14]1C(=O)CC[C:15]1=O. (2) Given the product [CH2:16]([O:15][C:13](=[O:14])[C:12](=[CH:11][NH:1][C:2]1[CH:7]=[CH:6][CH:5]=[CH:4][CH:3]=1)[C:18]([O:20][CH2:21][CH3:22])=[O:19])[CH3:17], predict the reactants needed to synthesize it. The reactants are: [NH2:1][C:2]1[CH:7]=[CH:6][CH:5]=[CH:4][CH:3]=1.C(O[CH:11]=[C:12]([C:18]([O:20][CH2:21][CH3:22])=[O:19])[C:13]([O:15][CH2:16][CH3:17])=[O:14])C.